Task: Predict the product of the given reaction.. Dataset: Forward reaction prediction with 1.9M reactions from USPTO patents (1976-2016) (1) The product is: [C:37]12([NH:42][C:4]([C:3]3[CH:7]=[C:8]([C:11]4[C:12]([CH2:31][C:32]([O:34][CH3:35])=[O:33])=[CH:13][C:14]5[O:18][C:17]([C:19]6[CH:20]=[CH:21][C:22]([F:25])=[CH:23][CH:24]=6)=[C:16]([C:26](=[O:29])[NH:27][CH3:28])[C:15]=5[CH:30]=4)[CH:9]=[CH:10][C:2]=3[F:1])=[O:5])[CH2:41][CH:39]([CH2:40]1)[CH2:38]2. Given the reactants [F:1][C:2]1[CH:10]=[CH:9][C:8]([C:11]2[C:12]([CH2:31][C:32]([O:34][CH3:35])=[O:33])=[CH:13][C:14]3[O:18][C:17]([C:19]4[CH:24]=[CH:23][C:22]([F:25])=[CH:21][CH:20]=4)=[C:16]([C:26](=[O:29])[NH:27][CH3:28])[C:15]=3[CH:30]=2)=[CH:7][C:3]=1[C:4](O)=[O:5].Cl.[C:37]12([NH2:42])[CH2:41][CH:39]([CH2:40]1)[CH2:38]2.CCN(C(C)C)C(C)C.CN(C(ON1N=NC2C=CC=NC1=2)=[N+](C)C)C.F[P-](F)(F)(F)(F)F, predict the reaction product. (2) Given the reactants [CH3:1][N:2]([CH3:13])[C:3]1[CH:8]=[CH:7][C:6]([CH2:9][C:10]([OH:12])=O)=[CH:5][CH:4]=1.[Cl:14][C:15]1[CH:16]=[C:17]([CH:19]=[CH:20][C:21]=1[Cl:22])[NH2:18], predict the reaction product. The product is: [Cl:14][C:15]1[CH:16]=[C:17]([NH:18][C:10](=[O:12])[CH2:9][C:6]2[CH:5]=[CH:4][C:3]([N:2]([CH3:1])[CH3:13])=[CH:8][CH:7]=2)[CH:19]=[CH:20][C:21]=1[Cl:22]. (3) Given the reactants N(C(OC(C)C)=O)=NC(OC(C)C)=O.C1COCC1.[CH3:20][C:21]([O:24][C:25]([N:27]1[C@H:31]([CH2:32][OH:33])[CH2:30][CH2:29][CH2:28]1)=[O:26])([CH3:23])[CH3:22].[Cl:34][C:35]1[CH:36]=[C:37](O)[CH:38]=[CH:39][CH:40]=1.C1(P(C2C=CC=CC=2)C2C=CC=CC=2)C=CC=CC=1, predict the reaction product. The product is: [Cl:34][C:35]1[CH:40]=[C:39]([CH:38]=[CH:37][CH:36]=1)[O:33][CH2:32][C@@H:31]1[CH2:30][CH2:29][CH2:28][N:27]1[C:25]([O:24][C:21]([CH3:20])([CH3:22])[CH3:23])=[O:26]. (4) Given the reactants C([N:8]1[CH2:13][CH2:12][N:11](CC2C=CC=CC=2)[CH2:10][CH:9]1[CH2:21][C:22]([O:24][CH3:25])=[O:23])C1C=CC=CC=1.Cl.[C:27]([O:31][C:32]([O:34]N=C(C1C=CC=CC=1)C#N)=O)([CH3:30])([CH3:29])[CH3:28], predict the reaction product. The product is: [CH3:25][O:24][C:22]([CH2:21][CH:9]1[NH:8][CH2:13][CH2:12][N:11]([C:32]([O:31][C:27]([CH3:28])([CH3:29])[CH3:30])=[O:34])[CH2:10]1)=[O:23].